Dataset: Full USPTO retrosynthesis dataset with 1.9M reactions from patents (1976-2016). Task: Predict the reactants needed to synthesize the given product. (1) Given the product [Cl:25][CH2:21][C:16]1[C:15]([C:11]2[CH:10]=[CH:9][C:8]([C:5]3[N:6]=[CH:7][C:2]([NH2:1])=[N:3][CH:4]=3)=[C:13]([F:14])[CH:12]=2)=[CH:20][CH:19]=[CH:18][CH:17]=1, predict the reactants needed to synthesize it. The reactants are: [NH2:1][C:2]1[N:3]=[CH:4][C:5]([C:8]2[C:13]([F:14])=[CH:12][C:11]([C:15]3[CH:20]=[CH:19][CH:18]=[CH:17][C:16]=3[CH2:21]O)=[CH:10][CH:9]=2)=[N:6][CH:7]=1.O=S(Cl)[Cl:25]. (2) Given the product [CH3:19][N:20]([CH3:29])[C:21]([N:23]1[CH2:24][CH2:25][N:26]([CH2:11][C:9]2[S:8][C:6]3[N:7]=[C:2]([Cl:1])[N:3]=[C:4]([N:13]4[CH2:18][CH2:17][O:16][CH2:15][CH2:14]4)[C:5]=3[CH:10]=2)[CH2:27][CH2:28]1)=[O:22], predict the reactants needed to synthesize it. The reactants are: [Cl:1][C:2]1[N:3]=[C:4]([N:13]2[CH2:18][CH2:17][O:16][CH2:15][CH2:14]2)[C:5]2[CH:10]=[C:9]([CH:11]=O)[S:8][C:6]=2[N:7]=1.[CH3:19][N:20]([CH3:29])[C:21]([N:23]1[CH2:28][CH2:27][NH:26][CH2:25][CH2:24]1)=[O:22].